Dataset: Full USPTO retrosynthesis dataset with 1.9M reactions from patents (1976-2016). Task: Predict the reactants needed to synthesize the given product. (1) Given the product [C:1]1([S:7]([N:10]2[CH2:14][CH:13]([C:15]([N:36]3[CH2:37][CH2:38][N:33]([C:28]4[C:27]([C:26]([F:40])([F:25])[F:39])=[CH:32][CH:31]=[CH:30][N:29]=4)[CH2:34][CH2:35]3)=[O:17])[N:12]([CH:18]3[CH2:23][CH2:22][CH2:21][CH2:20][CH2:19]3)[C:11]2=[O:24])(=[O:9])=[O:8])[CH:2]=[CH:3][CH:4]=[CH:5][CH:6]=1, predict the reactants needed to synthesize it. The reactants are: [C:1]1([S:7]([N:10]2[CH2:14][CH:13]([C:15]([OH:17])=O)[N:12]([CH:18]3[CH2:23][CH2:22][CH2:21][CH2:20][CH2:19]3)[C:11]2=[O:24])(=[O:9])=[O:8])[CH:6]=[CH:5][CH:4]=[CH:3][CH:2]=1.[F:25][C:26]([F:40])([F:39])[C:27]1[C:28]([N:33]2[CH2:38][CH2:37][NH:36][CH2:35][CH2:34]2)=[N:29][CH:30]=[CH:31][CH:32]=1. (2) Given the product [OH:3][NH:2][C:28](=[O:29])[CH:27]=[CH:26][C:22]1[CH:23]=[CH:24][CH:25]=[C:20]([S:17](=[O:19])(=[O:18])[NH:16][CH2:15][C:11]2[CH:10]=[N:9][CH:14]=[CH:13][CH:12]=2)[CH:21]=1, predict the reactants needed to synthesize it. The reactants are: Cl.[NH2:2][OH:3].C([O-])(O)=O.[Na+].[N:9]1[CH:14]=[CH:13][CH:12]=[C:11]([CH2:15][NH:16][S:17]([C:20]2[CH:21]=[C:22]([CH:26]=[CH:27][C:28](Cl)=[O:29])[CH:23]=[CH:24][CH:25]=2)(=[O:19])=[O:18])[CH:10]=1.Cl. (3) Given the product [F:1][C:2]1[CH:3]=[C:4]([N:14]2[CH2:18][C@H:17]([CH2:19][NH:20][C:26](=[O:27])[CH2:25][CH2:24][C:23](=[O:22])[C:29]3[S:30][CH:31]=[CH:32][CH:33]=3)[O:16][C:15]2=[O:21])[CH:5]=[CH:6][C:7]=1[N:8]1[CH2:9][CH2:10][O:11][CH2:12][CH2:13]1, predict the reactants needed to synthesize it. The reactants are: [F:1][C:2]1[CH:3]=[C:4]([N:14]2[CH2:18][C@H:17]([CH2:19][NH2:20])[O:16][C:15]2=[O:21])[CH:5]=[CH:6][C:7]=1[N:8]1[CH2:13][CH2:12][O:11][CH2:10][CH2:9]1.[O:22]=[C:23]([C:29]1[S:30][CH:31]=[CH:32][CH:33]=1)[CH2:24][CH2:25][C:26](O)=[O:27].C1C=CC2N(O)N=NC=2C=1.Cl.CN(C)CCCN=C=NCC. (4) Given the product [N:37]([CH2:12][C@@H:13]([C@H:15]1[O:19][C:18](=[O:20])[C:17]([O:21][CH2:22][C:23]2[CH:28]=[CH:27][CH:26]=[CH:25][CH:24]=2)=[C:16]1[O:29][CH2:30][C:31]1[CH:36]=[CH:35][CH:34]=[CH:33][CH:32]=1)[OH:14])=[N+:38]=[N-:39], predict the reactants needed to synthesize it. The reactants are: CC1C=CC(S(O[CH2:12][C@@H:13]([C@H:15]2[O:19][C:18](=[O:20])[C:17]([O:21][CH2:22][C:23]3[CH:28]=[CH:27][CH:26]=[CH:25][CH:24]=3)=[C:16]2[O:29][CH2:30][C:31]2[CH:36]=[CH:35][CH:34]=[CH:33][CH:32]=2)[OH:14])(=O)=O)=CC=1.[N-:37]=[N+:38]=[N-:39].[Na+]. (5) Given the product [F:15][C:16]1[CH:17]=[CH:18][CH:19]=[C:20]2[C:24]=1[NH:23][C:22]([C:25]([NH:1][C@@H:2]1[CH2:7][CH2:6][CH2:5][NH:4][CH2:3]1)=[O:26])=[CH:21]2, predict the reactants needed to synthesize it. The reactants are: [NH2:1][C@@H:2]1[CH2:7][CH2:6][CH2:5][N:4](C(OC(C)(C)C)=O)[CH2:3]1.[F:15][C:16]1[CH:17]=[CH:18][CH:19]=[C:20]2[C:24]=1[NH:23][C:22]([C:25](O)=[O:26])=[CH:21]2.N. (6) Given the product [CH:15]([Si:14]([CH:21]([CH3:23])[CH3:22])([CH:18]([CH3:20])[CH3:19])[O:1][CH2:2][CH2:3][CH2:4][NH2:5])([CH3:17])[CH3:16], predict the reactants needed to synthesize it. The reactants are: [OH:1][CH2:2][CH2:3][CH2:4][NH2:5].O([Si:14]([CH:21]([CH3:23])[CH3:22])([CH:18]([CH3:20])[CH3:19])[CH:15]([CH3:17])[CH3:16])S(C(F)(F)F)(=O)=O. (7) Given the product [CH3:1][O:2][C:3]1[CH:4]=[CH:5][C:6]([C:16]2[C:17]([CH3:23])([CH3:22])[C:18](=[O:19])[NH:27][N:26]=2)=[C:7]2[C:12]=1[N:11]=[C:10]([CH:13]([CH3:15])[CH3:14])[CH:9]=[CH:8]2, predict the reactants needed to synthesize it. The reactants are: [CH3:1][O:2][C:3]1[CH:4]=[CH:5][C:6]([C:16](=O)[C:17]([CH3:23])([CH3:22])[C:18](OC)=[O:19])=[C:7]2[C:12]=1[N:11]=[C:10]([CH:13]([CH3:15])[CH3:14])[CH:9]=[CH:8]2.O.[NH2:26][NH2:27].